This data is from Reaction yield outcomes from USPTO patents with 853,638 reactions. The task is: Predict the reaction yield, written as a fraction of the theoretical maximum amount of product (1.0 means a 100% yield; for example, 0.34 means a 34% yield). (1) The reactants are [CH2:1]([O:3][C:4]([C:6]1[CH:11]([CH3:12])[NH:10][C:9]([OH:13])=[N:8][C:7]=1[CH3:14])=[O:5])[CH3:2].[N+]([O-])(O)=O.C([O-])([O-])=O.[K+].[K+]. No catalyst specified. The product is [CH2:1]([O:3][C:4]([C:6]1[C:11]([CH3:12])=[N:10][C:9]([OH:13])=[N:8][C:7]=1[CH3:14])=[O:5])[CH3:2]. The yield is 0.710. (2) The reactants are [CH:1]1([C:4]2[C:13]3[C:8](=[CH:9][CH:10]=[CH:11][CH:12]=3)[N:7]([CH2:14][C:15]([NH2:17])=[O:16])[CH2:6][CH:5]=2)[CH2:3][CH2:2]1. The catalyst is CO.[Ni]. The product is [CH:1]1([CH:4]2[C:13]3[C:8](=[CH:9][CH:10]=[CH:11][CH:12]=3)[N:7]([CH2:14][C:15]([NH2:17])=[O:16])[CH2:6][CH2:5]2)[CH2:2][CH2:3]1. The yield is 0.357. (3) The reactants are CN(C)C=O.ClC1C=CC=C([N+]([O-])=O)C=1S[C:17]1[N:18]([CH2:25][C@:26]([OH:51])([CH3:50])[CH2:27][N:28]2[CH2:33][CH2:32][N:31]([C:34]([O:36][CH2:37][CH:38]=[CH:39][C:40]3[CH:45]=[CH:44][C:43]([C:46]([F:49])([F:48])[F:47])=[CH:42][CH:41]=3)=[O:35])[CH2:30][CH2:29]2)[CH:19]=[C:20]([N+:22]([O-:24])=[O:23])[N:21]=1.CC(C)([O-])C.[Na+].O. The catalyst is C(OCC)(=O)C. The product is [CH3:50][C@@:26]1([CH2:27][N:28]2[CH2:29][CH2:30][N:31]([C:34]([O:36][CH2:37][CH:38]=[CH:39][C:40]3[CH:45]=[CH:44][C:43]([C:46]([F:47])([F:49])[F:48])=[CH:42][CH:41]=3)=[O:35])[CH2:32][CH2:33]2)[O:51][C:17]2=[N:21][C:20]([N+:22]([O-:24])=[O:23])=[CH:19][N:18]2[CH2:25]1. The yield is 0.510. (4) The reactants are [CH3:1][C:2]1[N:7]=[CH:6][C:5]([CH2:8]O)=[CH:4][CH:3]=1.S(Cl)([Cl:12])=O. The catalyst is ClCCl. The product is [Cl:12][CH2:8][C:5]1[CH:4]=[CH:3][C:2]([CH3:1])=[N:7][CH:6]=1. The yield is 1.00. (5) The reactants are [C:1]([O:5][C:6]([NH:8][C@@H:9]1[CH2:14][C@H:13]([NH:15][C:16]([O:18][C:19]([CH3:22])([CH3:21])[CH3:20])=[O:17])[CH2:12][N:11]([C:23]2[C:28](Cl)=[C:27]([N:30]3[CH2:35][C@@H:34]([NH:36][C:37]([O:39][C:40]([CH3:43])([CH3:42])[CH3:41])=[O:38])[CH2:33][C@@H:32]([NH:44][C:45]([O:47][C:48]([CH3:51])([CH3:50])[CH3:49])=[O:46])[CH2:31]3)[N:26]=[C:25]([NH:52][C:53]3[CH:58]=[CH:57][C:56]([NH2:59])=[CH:55][CH:54]=3)[C:24]=2Cl)[CH2:10]1)=[O:7])([CH3:4])([CH3:3])[CH3:2].C([O-])=O.[NH4+]. The catalyst is CO.[Pd]. The product is [C:1]([O:5][C:6]([NH:8][C@@H:9]1[CH2:14][C@H:13]([NH:15][C:16]([O:18][C:19]([CH3:20])([CH3:21])[CH3:22])=[O:17])[CH2:12][N:11]([C:23]2[CH:28]=[C:27]([N:30]3[CH2:31][C@@H:32]([NH:44][C:45]([O:47][C:48]([CH3:51])([CH3:50])[CH3:49])=[O:46])[CH2:33][C@@H:34]([NH:36][C:37]([O:39][C:40]([CH3:43])([CH3:42])[CH3:41])=[O:38])[CH2:35]3)[N:26]=[C:25]([NH:52][C:53]3[CH:58]=[CH:57][C:56]([NH2:59])=[CH:55][CH:54]=3)[CH:24]=2)[CH2:10]1)=[O:7])([CH3:2])([CH3:3])[CH3:4]. The yield is 0.470. (6) The reactants are [C:1]([OH:11])(=[O:10])[C@@H:2]([C:4]1[CH:9]=[CH:8][CH:7]=[CH:6][CH:5]=1)[OH:3].[N:12]1[CH:17]=[CH:16][CH:15]=[C:14]([CH2:18][C@H:19]2[C@H:24]([NH:25][C:26]([C:28]3[O:29][C:30]4[CH:36]=[CH:35][CH:34]=[CH:33][C:31]=4[CH:32]=3)=[O:27])[CH:23]3[CH2:37][CH2:38][N:20]2[CH2:21][CH2:22]3)[CH:13]=1.C(OCC)(=O)C. The catalyst is C(O)C. The product is [C:1]([OH:11])(=[O:10])[C@@H:2]([C:4]1[CH:9]=[CH:8][CH:7]=[CH:6][CH:5]=1)[OH:3].[N:12]1[CH:17]=[CH:16][CH:15]=[C:14]([CH2:18][C@H:19]2[C@H:24]([NH:25][C:26]([C:28]3[O:29][C:30]4[CH:36]=[CH:35][CH:34]=[CH:33][C:31]=4[CH:32]=3)=[O:27])[CH:23]3[CH2:37][CH2:38][N:20]2[CH2:21][CH2:22]3)[CH:13]=1. The yield is 0.624. (7) The reactants are O.[OH-].[Li+].C[O:5][C:6](=[O:30])[CH2:7][CH2:8][N:9]1[C:13]2[CH:14]=[CH:15][CH:16]=[CH:17][C:12]=2[N:11]([CH2:18][C:19]2[C:20]3[C:27]([CH3:28])=[CH:26][CH:25]=[CH:24][C:21]=3[S:22][CH:23]=2)[C:10]1=[O:29].Cl. The catalyst is O.CO. The product is [CH3:28][C:27]1[C:20]2[C:19]([CH2:18][N:11]3[C:12]4[CH:17]=[CH:16][CH:15]=[CH:14][C:13]=4[N:9]([CH2:8][CH2:7][C:6]([OH:30])=[O:5])[C:10]3=[O:29])=[CH:23][S:22][C:21]=2[CH:24]=[CH:25][CH:26]=1. The yield is 0.970. (8) The reactants are [NH:1]1[C:9]2[C:4](=[C:5]([CH2:10][NH:11][CH2:12][C:13]3[CH:14]=[N:15][CH:16]=[CH:17][CH:18]=3)[CH:6]=[CH:7][CH:8]=2)[CH:3]=[CH:2]1.Cl[C:20]1[N:25]=[C:24]([NH:26][C:27]2[CH:31]=[C:30]([CH:32]3[CH2:34][CH2:33]3)[NH:29][N:28]=2)[CH:23]=[CH:22][N:21]=1.CCN(C(C)C)C(C)C. The catalyst is C(O)CCC. The product is [CH:32]1([C:30]2[NH:29][N:28]=[C:27]([NH:26][C:24]3[CH:23]=[CH:22][N:21]=[C:20]([N:11]([CH2:10][C:5]4[CH:6]=[CH:7][CH:8]=[C:9]5[C:4]=4[CH:3]=[CH:2][NH:1]5)[CH2:12][C:13]4[CH:14]=[N:15][CH:16]=[CH:17][CH:18]=4)[N:25]=3)[CH:31]=2)[CH2:34][CH2:33]1. The yield is 0.320.